From a dataset of Full USPTO retrosynthesis dataset with 1.9M reactions from patents (1976-2016). Predict the reactants needed to synthesize the given product. (1) The reactants are: [CH3:1][N:2]1[CH2:26][CH2:25][C:5]2[N:6]([CH2:14][CH:15]([C:17]3[CH:18]=[N:19][C:20]([O:23]C)=[CH:21][CH:22]=3)[OH:16])[C:7]3[CH:8]=[CH:9][C:10]([CH3:13])=[CH:11][C:12]=3[C:4]=2[CH2:3]1. Given the product [CH3:1][N:2]1[CH2:26][CH2:25][C:5]2[N:6]([CH2:14][CH:15]([C:17]3[CH:22]=[CH:21][C:20](=[O:23])[NH:19][CH:18]=3)[OH:16])[C:7]3[CH:8]=[CH:9][C:10]([CH3:13])=[CH:11][C:12]=3[C:4]=2[CH2:3]1, predict the reactants needed to synthesize it. (2) Given the product [F:1][C:2]1[CH:7]=[CH:6][C:5]([N:8]2[C:12]([C:13]3[CH:18]=[CH:17][CH:16]=[C:15]([C:19]([F:22])([F:20])[F:21])[CH:14]=3)=[CH:11][C:10]([C:23]([OH:25])=[O:24])=[N:9]2)=[CH:4][CH:3]=1, predict the reactants needed to synthesize it. The reactants are: [F:1][C:2]1[CH:7]=[CH:6][C:5]([N:8]2[C:12]([C:13]3[CH:18]=[CH:17][CH:16]=[C:15]([C:19]([F:22])([F:21])[F:20])[CH:14]=3)=[CH:11][C:10]([C:23]([O:25]CC)=[O:24])=[N:9]2)=[CH:4][CH:3]=1.[OH-].[Li+]. (3) Given the product [S:16]([O:1][CH2:2][C:3]([CH2:8][O:9][S:16]([C:13]1[CH:14]=[CH:15][C:10]([CH3:20])=[CH:11][CH:12]=1)(=[O:18])=[O:17])([CH2:6][O:7][S:16]([C:13]1[CH:14]=[CH:15][C:10]([CH3:20])=[CH:11][CH:12]=1)(=[O:18])=[O:17])[CH2:4][O:5][S:16]([C:13]1[CH:14]=[CH:15][C:10]([CH3:20])=[CH:11][CH:12]=1)(=[O:18])=[O:17])([C:13]1[CH:14]=[CH:15][C:10]([CH3:20])=[CH:11][CH:12]=1)(=[O:18])=[O:17], predict the reactants needed to synthesize it. The reactants are: [OH:1][CH2:2][C:3]([CH2:8][OH:9])([CH2:6][OH:7])[CH2:4][OH:5].[C:10]1([CH3:20])[CH:15]=[CH:14][C:13]([S:16](Cl)(=[O:18])=[O:17])=[CH:12][CH:11]=1.Cl. (4) Given the product [Cl:8][C:6]1[CH:5]=[C:4]([N:9]([CH2:20][C:21]2[CH:30]=[CH:29][C:24]([C:25]([OH:27])=[O:26])=[CH:23][CH:22]=2)[C:10]2[N:14]([CH3:15])[C:13]3[CH:16]=[CH:17][CH:18]=[CH:19][C:12]=3[N:11]=2)[CH:3]=[C:2]([Cl:1])[CH:7]=1, predict the reactants needed to synthesize it. The reactants are: [Cl:1][C:2]1[CH:3]=[C:4]([N:9]([CH2:20][C:21]2[CH:30]=[CH:29][C:24]([C:25]([O:27]C)=[O:26])=[CH:23][CH:22]=2)[C:10]2[N:14]([CH3:15])[C:13]3[CH:16]=[CH:17][CH:18]=[CH:19][C:12]=3[N:11]=2)[CH:5]=[C:6]([Cl:8])[CH:7]=1.[Li+].[OH-].CCOC(C)=O.Cl. (5) Given the product [Cl:1][C:2]1[C:3]([NH:16][CH:17]2[CH2:24][CH:20]3[CH2:21][N:22]([C:28](=[O:29])[CH2:27][C:25]#[N:26])[CH2:23][CH:19]3[CH2:18]2)=[N:4][C:5]([NH:8][C:9]2[CH:13]=[C:12]([CH3:14])[N:11]([CH3:15])[N:10]=2)=[N:6][CH:7]=1, predict the reactants needed to synthesize it. The reactants are: [Cl:1][C:2]1[C:3]([NH:16][CH:17]2[CH2:24][CH:20]3[CH2:21][NH:22][CH2:23][CH:19]3[CH2:18]2)=[N:4][C:5]([NH:8][C:9]2[CH:13]=[C:12]([CH3:14])[N:11]([CH3:15])[N:10]=2)=[N:6][CH:7]=1.[C:25]([CH2:27][C:28](O)=[O:29])#[N:26].CN(C(ON1N=NC2C=CC=NC1=2)=[N+](C)C)C.F[P-](F)(F)(F)(F)F.CCN(CC)CC. (6) Given the product [F:21][C:22]1[C:23]([F:40])=[CH:24][C:25]2[O:39][CH2:38][C:28]3([C:36]4[C:31](=[CH:32][CH:33]=[CH:34][CH:35]=4)[N:30]([CH2:3][C:4]4[CH:9]=[CH:8][CH:7]=[CH:6][N:5]=4)[C:29]3=[O:37])[C:26]=2[CH:27]=1, predict the reactants needed to synthesize it. The reactants are: Br.Br[CH2:3][C:4]1[CH:9]=[CH:8][CH:7]=[CH:6][N:5]=1.BrCC1OC(C(F)(F)F)=CC=1.[F:21][C:22]1[C:23]([F:40])=[CH:24][C:25]2[O:39][CH2:38][C:28]3([C:36]4[C:31](=[CH:32][CH:33]=[CH:34][CH:35]=4)[NH:30][C:29]3=[O:37])[C:26]=2[CH:27]=1.CC1C2C=C3C4(C5C(=CC=CC=5)NC4=O)COC3=CC=2ON=1.